Dataset: Forward reaction prediction with 1.9M reactions from USPTO patents (1976-2016). Task: Predict the product of the given reaction. (1) The product is: [OH:3][CH2:4][CH2:5][C:6]1[CH:11]=[CH:10][C:9]2[S:12][CH2:13][C:14](=[O:15])[NH:17][C:8]=2[CH:7]=1. Given the reactants [Cl-].[Na+].[OH:3][CH2:4][CH2:5][C:6]1[CH:11]=[CH:10][C:9]([S:12][CH2:13][C:14](O)=[O:15])=[C:8]([N+:17]([O-])=O)[CH:7]=1, predict the reaction product. (2) Given the reactants [CH3:1][C:2]1[CH:3]=[C:4]([CH2:8][CH2:9][O:10][C:11]2[N:12]=[C:13]([NH2:50])[C:14]3[N:15]=[CH:16][N:17]([C:48]=3[N:49]=2)[C@@H:18]2[O:47][C@H:37]([CH2:38][O:39][Si](C(C)(C)C)(C)C)[C@@H:28]([O:29][Si](C(C)(C)C)(C)C)[C@H:19]2[O:20][Si](C(C)(C)C)(C)C)[CH:5]=[CH:6][CH:7]=1.[F-].[NH4+], predict the reaction product. The product is: [CH3:1][C:2]1[CH:3]=[C:4]([CH2:8][CH2:9][O:10][C:11]2[N:12]=[C:13]([NH2:50])[C:14]3[N:15]=[CH:16][N:17]([C:48]=3[N:49]=2)[C@@H:18]2[O:47][C@H:37]([CH2:38][OH:39])[C@@H:28]([OH:29])[C@H:19]2[OH:20])[CH:5]=[CH:6][CH:7]=1.